From a dataset of Experimentally validated miRNA-target interactions with 360,000+ pairs, plus equal number of negative samples. Binary Classification. Given a miRNA mature sequence and a target amino acid sequence, predict their likelihood of interaction. (1) The miRNA is mmu-miR-698-3p with sequence CAUUCUCGUUUCCUUCCCU. The protein sequence of the target gene is MPSEQKQLFCDEKQTTLKKDYDVKNEIVDRSAPKPKISGSIHYALKNVKIDLPKINIPNEVLLKHEVDKYRKLFQSKQQTARKSISIKTVSCVEECTLLHKSERAEEEGVKMSAKILNFSCLKCRDNTRYSPNDLQKHFQMWHHGELPSYPCEMCNFSANDFQVFKQHRRTHRSTLVKCDICNNESVYTLLNLTKHFTSTHCVNGNFQCEKCKFSTQDVGTFVQHIHRHNEIHYKCGKCHHVCFTKGELQKHLHIHSGTFPFTCQYCSYGATRREHLVRHVITLHKEHLYAKEKLEKDKY.... Result: 0 (no interaction). (2) The miRNA is mmu-miR-709 with sequence GGAGGCAGAGGCAGGAGGA. The protein sequence of the target gene is MSDSGASRLRRQLESGGFEARLYVKQLSQQSDGDRDLQEHRQRVQALAEETAQNLKRNVYQNYRQFIETAREISYLESEMYQLSHLLTEQKSSLESIPLALLPAAAAGASAGEDTAGAGPRERGAVQAGFLPGPAGVPREGSGTGEEGKQRTLTTLLEKVEGCRDLLETPGQYLVYNGDLVEYDADHMAQLQRVHGFLMNDCLLVATWLPQRRGMYRYNALYPLDRLAVVNVKDNPPMKDMFKLLMFPESRIFQAENAKIKREWLEVLEETKRALSDKRRREQEEAAAPRAPPPVTSKGS.... Result: 1 (interaction). (3) The miRNA is hsa-miR-6127 with sequence UGAGGGAGUGGGUGGGAGG. The protein sequence of the target gene is MTLVTAGGAWTGPGCWHEVKDEESSSEQSISIAVSHVNTSKAGLPAQTALPCDICGPILKDILHLDEHQGTHHGLKLHTCGACGRQFWFSANLHQYQKCYSIEQPLRRDKSEASIVKNCTVSKEPHPSEKPFTCKEEQKNFQATLGGCQQKAIHSKRKTHRSTESGDAFHGEQMHYKCSECGKAFSRKDTLVQHQRIHSGEKPYECSECGKAFSRKATLVQHQRIHTGERPYECSECGKTFSRKDNLTQHKRIHTGEMPYKCNECGKYFSHHSNLIVHQRVHNGARPYKCSDCGKVFRHK.... Result: 1 (interaction). (4) The miRNA is hsa-miR-6765-5p with sequence GUGAGGCGGGGCCAGGAGGGUGUGU. The protein sequence of the target gene is MSSFSESALEKKLSELSNSQQSVQTLSLWLIHHRKHAGPIVSVWHRELRKAKSNRKLTFLYLANDVIQNSKRKGPEFTREFESVLVDAFSHVAREADEGCKKPLERLLNIWQERSVYGGEFIQQLKLSMEDSKSPPPKATEEKKSLKRTFQQIQEEEDDDYPGSYSPQDPSAGPLLTEELIKALQDLENAASGDATVRQKIASLPQEVQDVSLLEKITDKEAAERLSKTVDEACLLLAEYNGRLAAELEDRRQLARMLVEYTQNQKDVLSEKEKKLEEYKQKLARVTQVRKELKSHIQSL.... Result: 0 (no interaction). (5) The miRNA is hsa-miR-548aw with sequence GUGCAAAAGUCAUCACGGUU. The protein sequence of the target gene is MRVLLAALGLLFLGALRAFPQDRPFEDTCHGNPSHYYDKAVRRCCYRCPMGLFPTQQCPQRPTDCRKQCEPDYYLDEADRCTACVTCSRDDLVEKTPCAWNSSRVCECRPGMFCSTSAVNSCARCFFHSVCPAGMIVKFPGTAQKNTVCEPASPGVSPACASPENCKEPSSGTIPQAKPTPVSPATSSASTMPVRGGTRLAQEAASKLTRAPDSPSSVGRPSSDPGLSPTQPCPEGSGDCRKQCEPDYYLDEAGRCTACVSCSRDDLVEKTPCAWNSSRTCECRPGMICATSATNSCARC.... Result: 0 (no interaction). (6) The miRNA is hsa-miR-4720-5p with sequence CCUGGCAUAUUUGGUAUAACUU. The protein sequence of the target gene is MKKRRKVTSNLEKIHLGYHKDSSEGNVAVECDQVTYTHSAGRPTPEALHCYQELPPSPDQRKLLSSLQYNKNLLKYLNDDRQKQPSFCDLLIIVEGKEFSAHKVVVAVGSSYFHACLSKNPSTDVVTLDHVTHSVFQHLLEFLYTSEFFVYKYEIPLVLEAAKFLDIIDAVKLLNNENVAPFHSELTEKSSPEETLNELTGRLSNNHQCKFCSRHFCYKKSLENHLAKTHRSLLLGKKHGLKMLERSFSARRSKRNRKCPVKFDDTSDDEQESGDGSDNLNQENFDKEKSDRNDSEDPGS.... Result: 1 (interaction).